From a dataset of Catalyst prediction with 721,799 reactions and 888 catalyst types from USPTO. Predict which catalyst facilitates the given reaction. (1) Reactant: [CH3:1][CH:2]([CH3:31])[C@@H:3]([NH:23]C(=O)OC(C)(C)C)[C:4]([NH:6][C:7]1[CH:12]=[CH:11][C:10]([O:13][C:14]2[CH:19]=[CH:18][C:17]([CH3:20])=[C:16]([O:21][CH3:22])[CH:15]=2)=[CH:9][CH:8]=1)=[O:5].C(O)(C(F)(F)F)=O. Product: [CH3:20][C:17]1[CH:18]=[CH:19][C:14]([O:13][C:10]2[CH:11]=[CH:12][C:7]([NH:6][C:4](=[O:5])[C@@H:3]([CH:2]([CH3:31])[CH3:1])[NH2:23])=[CH:8][CH:9]=2)=[CH:15][C:16]=1[O:21][CH3:22]. The catalyst class is: 4. (2) Reactant: [N+:1]([C:4]1[CH:5]=[C:6]2[C:10](=[CH:11][CH:12]=1)[NH:9][CH:8]=[CH:7]2)([O-:3])=[O:2].[H-].[Na+].Br[CH2:16][C:17]#[N:18].O. Product: [N+:1]([C:4]1[CH:5]=[C:6]2[C:10](=[CH:11][CH:12]=1)[N:9]([CH2:16][C:17]#[N:18])[CH:8]=[CH:7]2)([O-:3])=[O:2]. The catalyst class is: 3. (3) Reactant: S(S([O-])=O)([O-])=O.[Na+].[Na+].O.[CH2:10]([O:17][C:18]1[C:33]([O:34][CH3:35])=[CH:32][C:21]([C:22]([O:24][CH2:25][C:26]2[CH:31]=[CH:30][CH:29]=[CH:28][CH:27]=2)=[O:23])=[C:20]([N+:36]([O-])=O)[CH:19]=1)[C:11]1[CH:16]=[CH:15][CH:14]=[CH:13][CH:12]=1. Product: [NH2:36][C:20]1[CH:19]=[C:18]([O:17][CH2:10][C:11]2[CH:12]=[CH:13][CH:14]=[CH:15][CH:16]=2)[C:33]([O:34][CH3:35])=[CH:32][C:21]=1[C:22]([O:24][CH2:25][C:26]1[CH:27]=[CH:28][CH:29]=[CH:30][CH:31]=1)=[O:23]. The catalyst class is: 10. (4) Reactant: [C:1]1([CH:7]=[N+:8]([CH3:10])[O-:9])[CH:6]=[CH:5][CH:4]=[CH:3][CH:2]=1.[CH2:11]([N:14]1[C:26]2[C:25]3[CH:24]=[CH:23][CH:22]=[CH:21][C:20]=3[N:19]=[C:18]([Cl:27])[C:17]=2[N:16]=[CH:15]1)[CH:12]=[CH2:13]. Product: [Cl:27][C:18]1[C:17]2[N:16]=[CH:15][N:14]([CH2:11][CH:12]3[O:9][N:8]([CH3:10])[CH:7]([C:1]4[CH:6]=[CH:5][CH:4]=[CH:3][CH:2]=4)[CH2:13]3)[C:26]=2[C:25]2[CH:24]=[CH:23][CH:22]=[CH:21][C:20]=2[N:19]=1. The catalyst class is: 11. (5) Reactant: [S:1]([N:11]1[CH2:17][CH2:16][CH2:15][C:14](=[O:18])[C:13]2[CH:19]=[CH:20][CH:21]=[CH:22][C:12]1=2)([C:4]1[CH:10]=[CH:9][C:7]([CH3:8])=[CH:6][CH:5]=1)(=[O:3])=[O:2].[C:23](=O)([O:26]C)[O:24][CH3:25].C[O-].[Na+]. Product: [CH3:25][O:24][C:23]([CH:15]1[CH2:16][CH2:17][N:11]([S:1]([C:4]2[CH:10]=[CH:9][C:7]([CH3:8])=[CH:6][CH:5]=2)(=[O:2])=[O:3])[C:12]2[CH:22]=[CH:21][CH:20]=[CH:19][C:13]=2[C:14]1=[O:18])=[O:26]. The catalyst class is: 6.